Dataset: Full USPTO retrosynthesis dataset with 1.9M reactions from patents (1976-2016). Task: Predict the reactants needed to synthesize the given product. (1) Given the product [NH2:10][C:7]1[CH:8]=[CH:9][C:4]([F:3])=[C:5]([C@@:13]23[N:22]=[C:21]([NH:23][C:24](=[O:30])[O:25][C:26]([CH3:28])([CH3:29])[CH3:27])[S:20][CH2:19][C@@H:18]2[CH2:17][C@H:16]([CH2:31][OH:32])[O:15][CH2:14]3)[CH:6]=1, predict the reactants needed to synthesize it. The reactants are: [Cl-].[NH4+].[F:3][C:4]1[CH:9]=[CH:8][C:7]([N+:10]([O-])=O)=[CH:6][C:5]=1[C@@:13]12[N:22]=[C:21]([NH:23][C:24](=[O:30])[O:25][C:26]([CH3:29])([CH3:28])[CH3:27])[S:20][CH2:19][C@@H:18]1[CH2:17][C@H:16]([CH2:31][OH:32])[O:15][CH2:14]2. (2) Given the product [F:28][C:29]1[CH:36]=[CH:35][C:32]([CH2:33][N:24]2[CH2:23][CH2:22][N:21]([C:18]3[CH:19]=[CH:20][C:15]([C:7]4[NH:6][C:5](=[O:27])[C:4]5[C:9](=[CH:10][C:11]([O:13][CH3:14])=[CH:12][C:3]=5[O:2][CH3:1])[N:8]=4)=[CH:16][CH:17]=3)[CH2:26][CH2:25]2)=[CH:31][CH:30]=1, predict the reactants needed to synthesize it. The reactants are: [CH3:1][O:2][C:3]1[CH:12]=[C:11]([O:13][CH3:14])[CH:10]=[C:9]2[C:4]=1[C:5](=[O:27])[NH:6][C:7]([C:15]1[CH:20]=[CH:19][C:18]([N:21]3[CH2:26][CH2:25][NH:24][CH2:23][CH2:22]3)=[CH:17][CH:16]=1)=[N:8]2.[F:28][C:29]1[CH:36]=[CH:35][C:32]([CH2:33]Br)=[CH:31][CH:30]=1.C([O-])([O-])=O.[K+].[K+].